Task: Binary Classification. Given a miRNA mature sequence and a target amino acid sequence, predict their likelihood of interaction.. Dataset: Experimentally validated miRNA-target interactions with 360,000+ pairs, plus equal number of negative samples (1) The miRNA is hsa-miR-2110 with sequence UUGGGGAAACGGCCGCUGAGUG. The protein sequence of the target gene is MQSAMFLAVQHDCVPMDKSAGNGPKVEEKREKMKRTLLKDWKTRLSYFLQNSSAPGKPKTGKKSKQQTFIKPSPEEAQLWAEAFDELLASKYGLAAFRAFLKSEFCEENIEFWLACEDFKKTKSPQKLSSKARKIYTDFIEKEAPKEINIDFQTKSLIAQNIQEATSGCFTTAQKRVYSLMENNSYPRFLESEFYQDLCKKPQITTEPHAT. Result: 0 (no interaction). (2) The miRNA is hsa-miR-24-3p with sequence UGGCUCAGUUCAGCAGGAACAG. The protein sequence of the target gene is MAPPVRYCIPGERLCNLEEGSPGSGTYTRHGYIFSSLAGCLMKSSENGALPVVSVVRETESQLLPDVGAIVTCKVSSINSRFAKVHILYVGSMPLKNSFRGTIRKEDVRATEKDKVEIYKSFRPGDIVLAKVISLGDAQSNYLLTTAENELGVVVAHSESGIQMVPISWCEMQCPKTHTKEFRKVARVQPEFLQT. Result: 1 (interaction). (3) The miRNA is hsa-miR-6732-5p with sequence UAGGGGGUGGCAGGCUGGCC. The protein sequence of the target gene is MATDELATKLSRRLQMEGEGGGETPEQPGLNGAAAAAAGAPDEAAEALGSADCELSAKLLRRADLNQGIGEPQSPSRRVFNPYTEFKEFSRKQIKDMEKMFKQYDAGRDGFIDLMELKLMMEKLGAPQTHLGLKNMIKEVDEDFDSKLSFREFLLIFRKAAAGELQEDSGLCVLARLSEIDVSSEGVKGAKSFFEAKVQAINVSSRFEEEIKAEQEERKKQAEEMKQRKAAFKELQSTFK. Result: 1 (interaction). (4) The miRNA is hsa-miR-4707-3p with sequence AGCCCGCCCCAGCCGAGGUUCU. The protein sequence of the target gene is MEKTLETVPLERKKREKEQFRKLFIGGLSFETTEESLRNYYEQWGKLTDCVVMRDPASKRSRGFGFVTFSSMAEVDAAMAARPHSIDGRVVEPKRAVAREESGKPGAHVTVKKLFVGGIKEDTEEHHLRDYFEEYGKIDTIEIITDRQSGKKRGFGFVTFDDHDPVDKIVLQKYHTINGHNAEVRKALSRQEMQEVQSSRSGRGGNFGFGDSRGGGGNFGPGPGSNFRGGSDGYGSGRGFGDGYNGYGGGPGGGNFGGSPGYGGGRGGYGGGGPGYGNQGGGYGGGYDNYGGGNYGSGSY.... Result: 0 (no interaction).